From a dataset of Peptide-MHC class I binding affinity with 185,985 pairs from IEDB/IMGT. Regression. Given a peptide amino acid sequence and an MHC pseudo amino acid sequence, predict their binding affinity value. This is MHC class I binding data. (1) The peptide sequence is SVIDHIHYM. The MHC is HLA-B44:02 with pseudo-sequence HLA-B44:02. The binding affinity (normalized) is 0.0847. (2) The peptide sequence is SVNCFTSLVWAPL. The MHC is HLA-A01:01 with pseudo-sequence HLA-A01:01. The binding affinity (normalized) is 0.355.